This data is from Forward reaction prediction with 1.9M reactions from USPTO patents (1976-2016). The task is: Predict the product of the given reaction. (1) The product is: [F:1][C:2]1([F:13])[CH2:3][C@H:4]([CH2:8][OH:7])[NH:5][C:11]1=[O:12]. Given the reactants [F:1][C:2]1([F:13])[C:11](=[O:12])[N:5]2C(C)(C)[O:7][CH2:8][C@H:4]2[CH2:3]1.O1CCOCC1, predict the reaction product. (2) Given the reactants [CH3:1][N:2]([CH3:12])[C:3]1[CH:11]=[CH:10][C:6]([C:7](Cl)=[O:8])=[CH:5][CH:4]=1.[OH:13][CH2:14][CH:15]1[CH2:19][O:18][C:17]([CH3:21])([CH3:20])[O:16]1.N1C=CC=CC=1, predict the reaction product. The product is: [CH3:1][N:2]([CH3:12])[C:3]1[CH:11]=[CH:10][C:6]([C:7]([O:13][CH2:14][CH:15]2[CH2:19][O:18][C:17]([CH3:21])([CH3:20])[O:16]2)=[O:8])=[CH:5][CH:4]=1. (3) Given the reactants C([Li])[CH2:2][CH2:3][CH3:4].C[Si](N[Si](C)(C)C)(C)C.[C:15]1([C:37]2[CH:42]=[CH:41][CH:40]=[CH:39][CH:38]=2)[CH:20]=[CH:19][C:18]([CH2:21][C@H:22]2N(CC3C=CC(OC)=CC=3)[C:25](=O)[CH2:24][CH2:23]2)=[CH:17][CH:16]=1.[C:43](Cl)(=[O:50])C1C=CC=CC=1.[CH2:52]=[O:53].[C:54]([O-])([O-])=O.[K+].[K+].[OH2:60].[OH-:61].[Li+].P(=O)(O)(O)O.[Cl-].[NH4+:69], predict the reaction product. The product is: [C:15]1([C:37]2[CH:38]=[CH:39][CH:40]=[CH:41][CH:42]=2)[CH:16]=[CH:17][C:18]([CH2:21][C@@H:22]([NH:69][C:43]([O:50][C:3]([CH3:2])([CH3:4])[CH3:54])=[O:61])[CH2:23][C:24](=[CH2:25])[C:52]([OH:60])=[O:53])=[CH:19][CH:20]=1. (4) The product is: [CH3:30][Si:28]([CH3:29])([CH3:31])[CH2:27][CH2:26][O:25][CH2:24][N:7]([CH2:6][O:5][CH2:4][CH2:3][Si:2]([CH3:1])([CH3:33])[CH3:32])[C:8]1[N:13]2[N:14]=[CH:15][CH:16]=[C:12]2[N:11]=[C:10]([CH:17]2[CH2:22][CH2:21][CH2:20][C:19](=[O:50])[CH2:18]2)[CH:9]=1. Given the reactants [CH3:1][Si:2]([CH3:33])([CH3:32])[CH2:3][CH2:4][O:5][CH2:6][N:7]([CH2:24][O:25][CH2:26][CH2:27][Si:28]([CH3:31])([CH3:30])[CH3:29])[C:8]1[N:13]2[N:14]=[CH:15][CH:16]=[C:12]2[N:11]=[C:10]([CH:17]2[CH2:22][CH2:21][C:20](=O)[CH2:19][CH2:18]2)[CH:9]=1.NC1N2N=CC=C2N=C(C2CCCC(=[O:50])C2)C=1.NC1N2N=CC=C2N=C(C2CCC(=O)CC2)C=1, predict the reaction product. (5) Given the reactants [CH3:1][N:2]1[C:10]2[C:5](=[CH:6][C:7]([NH2:11])=[CH:8][CH:9]=2)[CH:4]=[N:3]1.C([N:19]1[CH:23]=[CH:22][N:21]=[CH:20]1)([N:19]1[CH:23]=[CH:22][N:21]=[CH:20]1)=O.[NH2:24][C:25]1[CH:39]=[CH:38][C:28]([O:29][C:30]2[CH:31]=CC(C#N)=N[CH:35]=2)=[CH:27][CH:26]=1.C1C[O:43][CH2:42]C1, predict the reaction product. The product is: [C:23]([C:22]1[CH:31]=[C:30]([O:29][C:28]2[CH:38]=[CH:39][C:25]([NH:24][C:42]([NH:11][C:7]3[CH:6]=[C:5]4[C:10](=[CH:9][CH:8]=3)[N:2]([CH3:1])[N:3]=[CH:4]4)=[O:43])=[CH:26][CH:27]=2)[CH:35]=[CH:20][N:21]=1)#[N:19]. (6) Given the reactants Cl[CH2:2][CH2:3][CH2:4][CH2:5][O:6][C:7]1[CH:12]=[CH:11][C:10]([C:13]2[CH:18]=[CH:17][C:16]([C:19]([O:21][CH2:22][CH3:23])=[O:20])=[CH:15][CH:14]=2)=[CH:9][C:8]=1[C:24]1[CH:33]=[CH:32][C:31]2[C:30]([CH3:35])([CH3:34])[CH2:29][CH2:28][C:27]([CH3:37])([CH3:36])[C:26]=2[CH:25]=1.[CH:38]1([NH2:41])[CH2:40][CH2:39]1, predict the reaction product. The product is: [CH:38]1([NH:41][CH:4]([CH2:3][CH3:2])[CH2:5][O:6][C:7]2[CH:12]=[CH:11][C:10]([C:13]3[CH:18]=[CH:17][C:16]([C:19]([O:21][CH2:22][CH3:23])=[O:20])=[CH:15][CH:14]=3)=[CH:9][C:8]=2[C:24]2[CH:33]=[CH:32][C:31]3[C:30]([CH3:35])([CH3:34])[CH2:29][CH2:28][C:27]([CH3:37])([CH3:36])[C:26]=3[CH:25]=2)[CH2:40][CH2:39]1.